From a dataset of Full USPTO retrosynthesis dataset with 1.9M reactions from patents (1976-2016). Predict the reactants needed to synthesize the given product. (1) Given the product [F:46][C:43]1[CH:44]=[CH:45][C:40]([N:31]2[CH:32]=[C:28]([CH2:27][CH2:26][NH:25][C:23](=[O:24])[C:22]3[CH:33]=[C:18]([CH3:17])[CH:19]=[CH:20][C:21]=3[N:34]3[N:35]=[CH:36][CH:37]=[N:38]3)[CH:29]=[N:30]2)=[N:41][CH:42]=1, predict the reactants needed to synthesize it. The reactants are: CN[C@@H]1CCCC[C@H]1NC.C(=O)([O-])[O-].[Cs+].[Cs+].[CH3:17][C:18]1[CH:19]=[CH:20][C:21]([N:34]2[N:38]=[CH:37][CH:36]=[N:35]2)=[C:22]([CH:33]=1)[C:23]([NH:25][CH2:26][CH2:27][C:28]1[CH:29]=[N:30][NH:31][CH:32]=1)=[O:24].Br[C:40]1[CH:45]=[CH:44][C:43]([F:46])=[CH:42][N:41]=1. (2) Given the product [CH3:1][O:2][C:3](=[O:21])[CH:4]([O:11][C:12]1[CH:17]=[CH:16][CH:15]=[C:14]([C:18](=[O:20])[CH2:19][Br:22])[CH:13]=1)[C:5]1[CH:6]=[CH:7][CH:8]=[CH:9][CH:10]=1, predict the reactants needed to synthesize it. The reactants are: [CH3:1][O:2][C:3](=[O:21])[CH:4]([O:11][C:12]1[CH:17]=[CH:16][CH:15]=[C:14]([C:18](=[O:20])[CH3:19])[CH:13]=1)[C:5]1[CH:10]=[CH:9][CH:8]=[CH:7][CH:6]=1.[Br:22]Br. (3) Given the product [CH2:6]([O:8][C:9](=[O:18])[C:10]([CH3:17])([CH3:16])[CH2:11][C:12](=[O:15])[CH2:13][S:23][C:20]([CH3:22])([CH3:21])[CH3:19])[CH3:7], predict the reactants needed to synthesize it. The reactants are: C1COCC1.[CH2:6]([O:8][C:9](=[O:18])[C:10]([CH3:17])([CH3:16])[CH2:11][C:12](=[O:15])[CH2:13]Br)[CH3:7].[CH3:19][C:20]([SH:23])([CH3:22])[CH3:21].C(N(CC)CC)C. (4) Given the product [CH2:1]([O:3][C:4](=[O:12])[CH2:5][CH2:6][N:7]([C:16]1[C:17]([N+:21]([O-:23])=[O:22])=[CH:18][N:19]=[C:14]([Cl:13])[N:15]=1)[CH:8]1[CH2:11][CH2:10][CH2:9]1)[CH3:2], predict the reactants needed to synthesize it. The reactants are: [CH2:1]([O:3][C:4](=[O:12])[CH2:5][CH2:6][NH:7][CH:8]1[CH2:11][CH2:10][CH2:9]1)[CH3:2].[Cl:13][C:14]1[N:19]=[C:18](Cl)[C:17]([N+:21]([O-:23])=[O:22])=[CH:16][N:15]=1.C(=O)(O)[O-].[K+].